Predict the reaction yield, written as a fraction of the theoretical maximum amount of product (1.0 means a 100% yield; for example, 0.34 means a 34% yield). From a dataset of Reaction yield outcomes from USPTO patents with 853,638 reactions. The catalyst is CCOC(C)=O.[Pd]. The yield is 0.910. The reactants are [CH3:1][C@H:2]1[C:10]2[C:9]([C:11]3[CH2:16][CH2:15][N:14]([C:17]([O:19][C:20]([CH3:23])([CH3:22])[CH3:21])=[O:18])[CH2:13][CH:12]=3)=[N:8][CH:7]=[N:6][C:5]=2[CH2:4][CH2:3]1. The product is [CH3:1][C@H:2]1[C:10]2[C:9]([CH:11]3[CH2:12][CH2:13][N:14]([C:17]([O:19][C:20]([CH3:21])([CH3:23])[CH3:22])=[O:18])[CH2:15][CH2:16]3)=[N:8][CH:7]=[N:6][C:5]=2[CH2:4][CH2:3]1.